This data is from Reaction yield outcomes from USPTO patents with 853,638 reactions. The task is: Predict the reaction yield, written as a fraction of the theoretical maximum amount of product (1.0 means a 100% yield; for example, 0.34 means a 34% yield). (1) The reactants are [F:1][C:2]1[CH:39]=[CH:38][C:5]([O:6][C@@H:7]2[C@@H:15]([O:16][C:17]3[CH:22]=[CH:21][C:20]([F:23])=[CH:19][CH:18]=3)[C@H:14]([CH3:24])[O:13][C:12](=[O:25])[C@@H:11]([NH:26][C:27](=[O:37])[C:28]3[C:33]([OH:34])=[C:32]([O:35][CH3:36])[CH:31]=[CH:30][N:29]=3)[CH2:10][O:9][CH2:8]2)=[CH:4][CH:3]=1.[C:40](Cl)(=[O:42])[CH3:41]. The catalyst is C(Cl)Cl.CN(C1C=CN=CC=1)C. The product is [C:40]([O:34][C:33]1[C:28]([C:27](=[O:37])[NH:26][C@H:11]2[CH2:10][O:9][CH2:8][C@H:7]([O:6][C:5]3[CH:4]=[CH:3][C:2]([F:1])=[CH:39][CH:38]=3)[C@@H:15]([O:16][C:17]3[CH:18]=[CH:19][C:20]([F:23])=[CH:21][CH:22]=3)[C@H:14]([CH3:24])[O:13][C:12]2=[O:25])=[N:29][CH:30]=[CH:31][C:32]=1[O:35][CH3:36])(=[O:42])[CH3:41]. The yield is 0.800. (2) The reactants are [C:1]([C:3]1[CH:11]=[C:10]2[C:6]([C:7](/[CH:12]=[CH:13]/[C:14]3[CH:23]=[CH:22][C:17]([C:18]([O:20][CH3:21])=[O:19])=[CH:16][CH:15]=3)=[N:8][NH:9]2)=[CH:5][CH:4]=1)#N.CC(O)=[O:26].N1C=CC=CC=1.CN(C=O)C. The catalyst is O.CCOC(C)=O.[Ni]. The product is [CH:1]([C:3]1[CH:11]=[C:10]2[C:6]([C:7](/[CH:12]=[CH:13]/[C:14]3[CH:23]=[CH:22][C:17]([C:18]([O:20][CH3:21])=[O:19])=[CH:16][CH:15]=3)=[N:8][NH:9]2)=[CH:5][CH:4]=1)=[O:26]. The yield is 0.390.